From a dataset of Peptide-MHC class I binding affinity with 185,985 pairs from IEDB/IMGT. Regression. Given a peptide amino acid sequence and an MHC pseudo amino acid sequence, predict their binding affinity value. This is MHC class I binding data. (1) The peptide sequence is FIKYVNGWV. The MHC is HLA-A02:02 with pseudo-sequence HLA-A02:02. The binding affinity (normalized) is 0.402. (2) The peptide sequence is GTEEIRSLY. The MHC is HLA-A11:01 with pseudo-sequence HLA-A11:01. The binding affinity (normalized) is 0.0847. (3) The peptide sequence is YVFPVIFSR. The MHC is HLA-B27:05 with pseudo-sequence HLA-B27:05. The binding affinity (normalized) is 0.126. (4) The peptide sequence is YPQSLDSWWTSL. The MHC is H-2-Ld with pseudo-sequence H-2-Ld. The binding affinity (normalized) is 0.584. (5) The peptide sequence is AVRQFRASV. The MHC is HLA-B57:01 with pseudo-sequence HLA-B57:01. The binding affinity (normalized) is 0.0847. (6) The peptide sequence is DLLDTASAL. The MHC is Patr-A0701 with pseudo-sequence Patr-A0701. The binding affinity (normalized) is 0.0672.